This data is from Catalyst prediction with 721,799 reactions and 888 catalyst types from USPTO. The task is: Predict which catalyst facilitates the given reaction. (1) Reactant: C(=O)([O-])[O-].[K+].[K+].[CH2:7]([N:14]1[CH:18]=[C:17]([C:19]2[C:27]3[C:22](=[N:23][CH:24]=[CH:25][CH:26]=3)[N:21](C(OC(C)(C)C)=O)[CH:20]=2)[N:16]=[N:15]1)[C:8]1[CH:13]=[CH:12][CH:11]=[CH:10][CH:9]=1. Product: [CH2:7]([N:14]1[CH:18]=[C:17]([C:19]2[C:27]3[C:22](=[N:23][CH:24]=[CH:25][CH:26]=3)[NH:21][CH:20]=2)[N:16]=[N:15]1)[C:8]1[CH:13]=[CH:12][CH:11]=[CH:10][CH:9]=1. The catalyst class is: 5. (2) Reactant: [CH3:1][C@H:2]1[CH2:7][NH:6][C@H:5]([CH3:8])[CH2:4][NH:3]1.C(N(CC)CC)C.[C:16](O[C:16]([O:18][C:19]([CH3:22])([CH3:21])[CH3:20])=[O:17])([O:18][C:19]([CH3:22])([CH3:21])[CH3:20])=[O:17].O. Product: [CH3:1][C@H:2]1[CH2:7][NH:6][C@H:5]([CH3:8])[CH2:4][N:3]1[C:16]([O:18][C:19]([CH3:22])([CH3:21])[CH3:20])=[O:17]. The catalyst class is: 4. (3) Product: [OH:1][CH2:27][CH2:28][C@H:29]([OH:35])[C:30]([CH3:34])([CH3:33])[C:31]#[N:32]. The catalyst class is: 7. Reactant: [OH2:1].[F-].C([N+](CCCC)(CCCC)CCCC)CCC.[Si]([CH2:27][CH2:28][C@H:29]([OH:35])[C:30]([CH3:34])([CH3:33])[C:31]#[N:32])(C(C)(C)C)(C)C. (4) Reactant: C([C:4]1[C:5](=[O:20])[N:6]([C:12]2[C:17]([Cl:18])=[CH:16][CH:15]=[CH:14][C:13]=2[Cl:19])[C:7]([CH3:11])=[CH:8][C:9]=1[OH:10])(=O)C.S(=O)(=O)(O)O. Product: [Cl:19][C:13]1[CH:14]=[CH:15][CH:16]=[C:17]([Cl:18])[C:12]=1[N:6]1[C:7]([CH3:11])=[CH:8][C:9]([OH:10])=[CH:4][C:5]1=[O:20]. The catalyst class is: 51. (5) Reactant: B(Br)(Br)Br.C(Cl)Cl.[CH3:8][C:9]1([CH3:36])[O:35][C:13]2[CH:14]=[CH:15][C:16]3[C:29](=[O:30])[C@@H:28]4[C@@H:19]([CH2:20][O:21][C:22]5[C:27]4=[CH:26][C:25]([O:31]C)=[C:24]([O:33][CH3:34])[CH:23]=5)[O:18][C:17]=3[C:12]=2[CH:11]=[CH:10]1. Product: [OH:31][C:25]1[CH:26]=[C:27]2[C@H:28]3[C@H:19]([O:18][C:17]4[C:12]5[CH:11]=[CH:10][C:9]([CH3:36])([CH3:8])[O:35][C:13]=5[CH:14]=[CH:15][C:16]=4[C:29]3=[O:30])[CH2:20][O:21][C:22]2=[CH:23][C:24]=1[O:33][CH3:34]. The catalyst class is: 6. (6) Product: [C:7]([CH2:6][C:3]1([CH2:2][O:1][S:17]([CH3:16])(=[O:19])=[O:18])[CH2:5][CH2:4]1)#[N:8]. Reactant: [OH:1][CH2:2][C:3]1([CH2:6][C:7]#[N:8])[CH2:5][CH2:4]1.C(N(CC)CC)C.[CH3:16][S:17](Cl)(=[O:19])=[O:18]. The catalyst class is: 34. (7) Reactant: CCCC[N+](CCCC)(CCCC)CCCC.[F-].C([SiH2][O:24][C:25](C)(C)[C:26]1[CH:27]=[C:28]([CH:38]=[CH:39][C:40]=1[Cl:41])[CH2:29][NH:30][C:31](=[O:37])[CH2:32][C:33]([F:36])([F:35])[F:34])(C)(C)C.CCOC(C)=O. Product: [Cl:41][C:40]1[CH:39]=[CH:38][C:28]([CH2:29][NH:30][C:31](=[O:37])[CH2:32][C:33]([F:36])([F:35])[F:34])=[CH:27][C:26]=1[CH2:25][OH:24]. The catalyst class is: 1.